Dataset: Full USPTO retrosynthesis dataset with 1.9M reactions from patents (1976-2016). Task: Predict the reactants needed to synthesize the given product. (1) Given the product [C:25]([O:24][C:20]([NH:21][NH:22][C:2]1[C:7]([NH:16][C:15]2[CH:17]=[CH:18][CH:19]=[C:13]([Cl:12])[CH:14]=2)=[N:6][C:5]2=[N:9][O:10][N:11]=[C:4]2[N:3]=1)=[O:23])([CH3:28])([CH3:27])[CH3:26], predict the reactants needed to synthesize it. The reactants are: Cl[C:2]1[C:7](Cl)=[N:6][C:5]2=[N:9][O:10][N:11]=[C:4]2[N:3]=1.[Cl:12][C:13]1[CH:14]=[C:15]([CH:17]=[CH:18][CH:19]=1)[NH2:16].[C:20]([O:24][C:25]([CH3:28])([CH3:27])[CH3:26])(=[O:23])[NH:21][NH2:22]. (2) The reactants are: [CH:1]1[C:10]2[C:5](=[CH:6][CH:7]=[CH:8][CH:9]=2)[CH:4]=[C:3]([NH2:11])[N:2]=1.C(O)(C(F)(F)F)=O. Given the product [CH:1]1[C:10]2[CH2:9][CH2:8][CH2:7][CH2:6][C:5]=2[CH:4]=[C:3]([NH2:11])[N:2]=1, predict the reactants needed to synthesize it. (3) The reactants are: Cl[C:2]1[C:11]2[C:6](=[CH:7][CH:8]=[C:9]([Cl:12])[N:10]=2)[N:5]=[CH:4][C:3]=1[C:13](=[O:15])[CH3:14].[NH2:16][C:17]1[CH:18]=[CH:19][C:20]([N:23]2[CH2:28][CH2:27][CH2:26][C@H:25]([NH:29][C:30](=[O:36])[O:31][C:32]([CH3:35])([CH3:34])[CH3:33])[CH2:24]2)=[N:21][CH:22]=1. Given the product [C:13]([C:3]1[CH:4]=[N:5][C:6]2[C:11]([C:2]=1[NH:16][C:17]1[CH:18]=[CH:19][C:20]([N:23]3[CH2:28][CH2:27][CH2:26][C@H:25]([NH:29][C:30](=[O:36])[O:31][C:32]([CH3:34])([CH3:33])[CH3:35])[CH2:24]3)=[N:21][CH:22]=1)=[N:10][C:9]([Cl:12])=[CH:8][CH:7]=2)(=[O:15])[CH3:14], predict the reactants needed to synthesize it. (4) Given the product [C:32]([OH:47])(=[O:31])[CH3:33].[CH2:32]([O:31][C:22]1[CH:21]=[C:20]([CH:6]([NH:7][C:8]2[CH:9]=[CH:10][C:11]([C:14]([NH2:18])=[NH:15])=[CH:12][CH:13]=2)[C:5]2[NH:4][C:3](=[O:2])[N:44]([C:39]3[C:38]([CH3:37])=[CH:43][CH:42]=[CH:41][N:40]=3)[N:45]=2)[CH:25]=[CH:24][C:23]=1[O:26][CH2:27][CH2:28][O:29][CH3:30])[CH3:33], predict the reactants needed to synthesize it. The reactants are: C[O:2][C:3](=O)[N:4]=[C:5](SC)[C:6]([C:20]1[CH:25]=[CH:24][C:23]([O:26][CH2:27][CH2:28][O:29][CH3:30])=[C:22]([O:31][CH2:32][CH3:33])[CH:21]=1)=[N:7][C:8]1[CH:13]=[CH:12][C:11]([C:14]2[N:18]=C(C)O[N:15]=2)=[CH:10][CH:9]=1.[CH3:37][C:38]1[C:39]([NH:44][NH2:45])=[N:40][CH:41]=[CH:42][CH:43]=1.C[O:47]C(=O)N=C(SC)C(C1C=C(OC)C2OCOCC=2C=1)=NC1C=CC(C2N=C(C)ON=2)=CC=1.N(C1N=CC=CN=1)N. (5) Given the product [F:15][C:4]1[CH:3]=[C:2]([CH:24]=[O:25])[CH:14]=[CH:13][C:5]=1[C:6]([O:8][C:9]([CH3:12])([CH3:11])[CH3:10])=[O:7], predict the reactants needed to synthesize it. The reactants are: Br[C:2]1[CH:14]=[CH:13][C:5]([C:6]([O:8][C:9]([CH3:12])([CH3:11])[CH3:10])=[O:7])=[C:4]([F:15])[CH:3]=1.[Li]CCCC.CN([CH:24]=[O:25])C.